Dataset: Experimentally validated miRNA-target interactions with 360,000+ pairs, plus equal number of negative samples. Task: Binary Classification. Given a miRNA mature sequence and a target amino acid sequence, predict their likelihood of interaction. (1) The miRNA is hsa-miR-3622b-5p with sequence AGGCAUGGGAGGUCAGGUGA. The protein sequence of the target gene is MAPKKLSCLRSLLLPLSLTLLLPQADTRSFVVDRGHDRFLLDGAPFRYVSGSLHYFRVPRVLWADRLLKMRWSGLNAIQFYVPWNYHEPQPGVYNFNGSRDLIAFLNEAALANLLVILRPGPYICAEWEMGGLPSWLLRKPEIHLRTSDPDFLAAVDSWFKVLLPKIYPWLYHNGGNIISIQVENEYGSYRACDFSYMRHLAGLFRALLGEKILLFTTDGPEGLKCGSLRGLYTTVDFGPADNMTKIFTLLRKYEPHGPLVNSEYYTGWLDYWGQNHSTRSVSAVTKGLENMLKLGASVN.... Result: 0 (no interaction). (2) The miRNA is mmu-miR-449a-3p with sequence CAGCUAACAUGCGACUGCUCUC. The protein sequence of the target gene is MNRSANPEAASSTSHVKFDLGKSVDISSTDTKDGGTARSPLEPADKSDTTESKSESGSDSRSEEDKESPASIKEIKAETPQPKDRPGVQIKLSWSQKIKSWTAKKKRKLYQLVIDIIMMNRVCKMFRQGLRGFREYQIIEPVHKKHPDFSFWDKKKQGRISFVTEDFAAQEGHFPPRAISITQKKPSWRTHQEIQDLCNILQALDCYRSYTESLQLLLAKVIRFERFGRRRVIVKKGQMGNSFYFIYLGTVAITEDEDGSSAFLDPHPTLLHRGGSFGEMGLLSTTVRSATVVCMEETEF.... Result: 0 (no interaction). (3) The miRNA is mmu-miR-7053-3p with sequence CUCCUGUGUCUCCUUCCCCAG. The protein sequence of the target gene is MAAQKDLWDAIVIGAGIQGCFTAYHLAKHRKRILLLEQFFLPHSRGSSHGQSRIIRKAYLEDFYTRMMHECYQIWAQLEHEAGTQLHRQTGLLLLGMKENQELKTIQANLSRQRVEHQCLSSEELKQRFPNIRLPRGEVGLLDNSGGVIYAYKALRALQDAIRQLGGIVRDGEKVVEINPGLLVTVKTTSRSYQAKSLVITAGPWTNQLLRPLGIEMPLQTLRINVCYWREMVPGSYGVSQAFPCFLWLGLCPHHIYGLPTGEYPGLMKVSYHHGNHADPEERDCPTARTDIGDVQILSS.... Result: 0 (no interaction). (4) The miRNA is hsa-miR-6812-5p with sequence AUGGGGUGAGAUGGGGAGGAGCAGC. The protein sequence of the target gene is MADYSTVPPPSSGSAGGGGGGGGGGGVNDAFKDALQRARQIAAKIGGDAGTSLNSNDYGYGGQKRPLEDGDQPDAKKVAPQNDSFGTQLPPMHQQQSRSVMTEEYKVPDGMVGFIIGRGGEQISRIQQESGCKIQIAPDSGGLPERSCMLTGTPESVQSAKRLLDQIVEKGRPAPGFHHGDGPGNAVQEIMIPASKAGLVIGKGGETIKQLQERAGVKMVMIQDGPQNTGADKPLRITGDPYKVQQAKEMVLELIRDQGGFREVRNEYGSRIGGNEGIDVPIPRFAVGIVIGRNGEMIKK.... Result: 0 (no interaction). (5) The miRNA is hsa-miR-4514 with sequence ACAGGCAGGAUUGGGGAA. The protein sequence of the target gene is MNVTSIALRAETWLLAAWHVKVPPMWLEACINWIQEENNNVNLSQAQMNKQVFEQWLLTDLRDLEHPLLPDGILEIPKGELNGFYALQINSLVDVSQPAYSQIQKLRGKNTTNDLVTAEAQVTPKPWEAKPSRMLMLQLTDGIVQIQGMEYQPIPILHSDLPPGTKILIYGNISFRLGVLLLKPENVKVLGGEVDALLEEYAQEKVLARLIGEPDLVVSVIPNNSNENIPRVTDVLDPALGPSDEELLASLDENDELTANNDTSSERCFTTGSSSNTIPTRQSSFEPEFVISPRPKEEPS.... Result: 1 (interaction). (6) The miRNA is hsa-miR-3125 with sequence UAGAGGAAGCUGUGGAGAGA. The protein sequence of the target gene is METLESELTCPICLELFEDPLLLPCAHSLCFNCAHRILVSHCATNESVESITAFQCPTCRHVITLSQRGLDGLKRNVTLQNIIDRFQKASVSGPNSPSETRRERAFDANTMTSAEKVLCQFCDQDPAQDAVKTCVTCEVSYCDECLKATHPNKKPFTGHRLIEPIPDSHIRGLMCLEHEDEKVNMYCVTDDQLICALCKLVGRHRDHQVAALSERYDKLKQNLESNLTNLIKRNTELETLLAKLIQTCQHVEVNASRQEAKLTEECDLLIEIIQQRRQIIGTKIKEGKVMRLRKLAQQIA.... Result: 1 (interaction). (7) The protein sequence of the target gene is MCKMAIIPDWLRSHPHTRKFTHSRPHSSPCRVYSRNGSPNKFRSSSTTAVANPTLSSLDVKRILFQKITDRGDELQKAFQLLDTGQNLTVSKSELRRIITDFLMPLTREQFQDVLAQIPLSTSGTVPYLAFLSRFGGIDLYINGIKRGGGNEMNCCRTLRELEIQVGEKVFKNIKTVMKAFELIDVNKTGLVRPQELRRVLETFCMKLRDEEYEKFSKHYNIHKDTAVDYNVFLKNLSINNDLNLRYCMGNQEVSLENQQAKNSKKERLLGSASSEDIWRNYSLDEIERNFCLQLSKSYE.... Result: 0 (no interaction). The miRNA is hsa-miR-4451 with sequence UGGUAGAGCUGAGGACA.